This data is from Peptide-MHC class II binding affinity with 134,281 pairs from IEDB. The task is: Regression. Given a peptide amino acid sequence and an MHC pseudo amino acid sequence, predict their binding affinity value. This is MHC class II binding data. (1) The peptide sequence is AKGLNQEILELAQSET. The MHC is DRB1_0401 with pseudo-sequence DRB1_0401. The binding affinity (normalized) is 0.0268. (2) The peptide sequence is PQHMLMRVAVGIHQW. The MHC is DRB1_0901 with pseudo-sequence DRB1_0901. The binding affinity (normalized) is 0.409. (3) The peptide sequence is KKRNLTIMDLHPGSG. The binding affinity (normalized) is 0.305. The MHC is DRB1_1501 with pseudo-sequence DRB1_1501. (4) The peptide sequence is LVSKLYEVVPGILTE. The MHC is DRB3_0202 with pseudo-sequence DRB3_0202. The binding affinity (normalized) is 0.214. (5) The binding affinity (normalized) is 0.652. The peptide sequence is IFEPTAAAIAYGLDR. The MHC is HLA-DQA10401-DQB10402 with pseudo-sequence HLA-DQA10401-DQB10402. (6) The peptide sequence is YDKFLANVSTVLEGK. The MHC is DRB1_0802 with pseudo-sequence DRB1_0802. The binding affinity (normalized) is 0.708.